From a dataset of Catalyst prediction with 721,799 reactions and 888 catalyst types from USPTO. Predict which catalyst facilitates the given reaction. (1) Reactant: [F:1][C:2]1[CH:7]=[CH:6][C:5]([NH:8][C:9]2[CH:14]=[CH:13][N:12]=[C:11]([NH:15][C:16]3[CH:21]=[CH:20][C:19]([S:22]([N:25]([CH3:32])[CH:26]4[CH2:31][CH2:30][NH:29][CH2:28][CH2:27]4)(=[O:24])=[O:23])=[CH:18][CH:17]=3)[N:10]=2)=[CH:4][CH:3]=1.[F:33][C:34]1[CH:41]=[CH:40][CH:39]=[CH:38][C:35]=1[CH:36]=O. Product: [F:33][C:34]1[CH:41]=[CH:40][CH:39]=[CH:38][C:35]=1[CH2:36][N:29]1[CH2:30][CH2:31][CH:26]([N:25]([CH3:32])[S:22]([C:19]2[CH:18]=[CH:17][C:16]([NH:15][C:11]3[N:10]=[C:9]([NH:8][C:5]4[CH:6]=[CH:7][C:2]([F:1])=[CH:3][CH:4]=4)[CH:14]=[CH:13][N:12]=3)=[CH:21][CH:20]=2)(=[O:23])=[O:24])[CH2:27][CH2:28]1. The catalyst class is: 1. (2) Reactant: Cl[C:2]1[N:7]=[C:6]2[CH:8]([O:22][CH3:23])[N:9]([C:12]3[CH:13]=[N:14][N:15]([CH2:17][C:18]([F:21])([F:20])[F:19])[CH:16]=3)[C:10](=[O:11])[C:5]2=[CH:4][CH:3]=1.[CH3:24][O:25][C:26]1[C:31]([O:32][CH3:33])=[CH:30][C:29](B2OC(C)(C)C(C)(C)O2)=[CH:28][N:27]=1.C([O-])([O-])=O.[Na+].[Na+].CN(C=O)C. Product: [CH3:33][O:32][C:31]1[CH:30]=[C:29]([C:2]2[N:7]=[C:6]3[CH:8]([O:22][CH3:23])[N:9]([C:12]4[CH:13]=[N:14][N:15]([CH2:17][C:18]([F:21])([F:20])[F:19])[CH:16]=4)[C:10](=[O:11])[C:5]3=[CH:4][CH:3]=2)[CH:28]=[N:27][C:26]=1[O:25][CH3:24]. The catalyst class is: 103. (3) Reactant: [CH3:1][C:2]([CH3:34])([CH3:33])[C:3]#[C:4][C:5]1[S:9][C:8]([C:10]([O:12][CH3:13])=[O:11])=[C:7]([N:14]([CH:24]2[CH2:29][CH2:28][P:27]([O:31][CH3:32])(=[O:30])[CH2:26][CH2:25]2)[C:15]([CH:17]2[CH2:22][CH2:21][CH:20]([CH3:23])[CH2:19][CH2:18]2)=[O:16])[CH:6]=1.C[Si]([N-][Si](C)(C)C)(C)C.[K+].C[C@H]1CC[C@H](C(Cl)=O)CC1. Product: [CH3:33][C:2]([CH3:1])([CH3:34])[C:3]#[C:4][C:5]1[S:9][C:8]([C:10]([O:12][CH3:13])=[O:11])=[C:7]([N:14]([CH:24]2[CH2:29][CH2:28][P:27]([O:31][CH3:32])(=[O:30])[CH2:26][CH2:25]2)[C:15]([C@H:17]2[CH2:22][CH2:21][C@H:20]([CH3:23])[CH2:19][CH2:18]2)=[O:16])[CH:6]=1. The catalyst class is: 1. (4) Reactant: [CH:1]1([C:5]([C:7]2[CH:12]=[CH:11][C:10]([O:13][CH3:14])=[CH:9][CH:8]=2)=O)[CH2:4][CH2:3][CH2:2]1.O.NN.C([O-])([O-])=O.[K+].[K+]. Product: [CH:1]1([CH2:5][C:7]2[CH:8]=[CH:9][C:10]([O:13][CH3:14])=[CH:11][CH:12]=2)[CH2:2][CH2:3][CH2:4]1. The catalyst class is: 831. (5) Reactant: FC(F)(F)C(O)=O.[Cl:8][C:9]1[C:10]([F:41])=[C:11]([CH:15]2[C:19]([C:22]3[CH:27]=[CH:26][C:25]([Cl:28])=[CH:24][C:23]=3[F:29])([C:20]#[N:21])[CH:18]([CH2:30][C:31]([CH2:36][CH3:37])([CH2:34][CH3:35])[CH2:32][CH3:33])[NH:17][CH:16]2[C:38](O)=[O:39])[CH:12]=[CH:13][CH:14]=1.CC1(C)[O:47][C@@H:46]([CH2:48][CH2:49][NH2:50])[CH2:45][O:44]1.CN(C(ON1N=NC2C=CC=NC1=2)=[N+](C)C)C.F[P-](F)(F)(F)(F)F.CCN(C(C)C)C(C)C.Cl. Product: [OH:47][C@H:46]([CH2:45][OH:44])[CH2:48][CH2:49][NH:50][C:38]([CH:16]1[CH:15]([C:11]2[CH:12]=[CH:13][CH:14]=[C:9]([Cl:8])[C:10]=2[F:41])[C:19]([C:22]2[CH:27]=[CH:26][C:25]([Cl:28])=[CH:24][C:23]=2[F:29])([C:20]#[N:21])[CH:18]([CH2:30][C:31]([CH2:36][CH3:37])([CH2:32][CH3:33])[CH2:34][CH3:35])[NH:17]1)=[O:39]. The catalyst class is: 539.